This data is from Full USPTO retrosynthesis dataset with 1.9M reactions from patents (1976-2016). The task is: Predict the reactants needed to synthesize the given product. (1) Given the product [NH2:16][CH2:15][CH2:14][CH2:13][N:8]1[C:9]2[N:5]3[C:4](=[N:3][C:2]([CH3:1])=[C:6]3[C:7]1=[O:27])[CH:12]=[CH:11][CH:10]=2, predict the reactants needed to synthesize it. The reactants are: [CH3:1][C:2]1[N:3]=[C:4]2[CH:12]=[CH:11][CH:10]=[C:9]3[N:5]2[C:6]=1[C:7](=[O:27])[N:8]3[CH2:13][CH2:14][CH2:15][N:16]1C(=O)C2=CC=CC=C2C1=O.O.NN. (2) Given the product [CH3:16][C:11]12[C@@H:9]3[C@H:10]4[CH:14]5[CH2:13][CH:7]([CH2:8]3)[CH2:6][C@@H:1]1[C@H:2]5[CH2:3][CH:4]([CH2:5]4)[CH2:12]2, predict the reactants needed to synthesize it. The reactants are: [CH2:1]1[CH:6]2[CH:7]3[CH:13]4[CH2:14][CH:2]1[CH2:3][CH:4]1[C:12]4(Br)[CH2:11][CH:9]([CH2:10][CH:5]12)[CH2:8]3.[CH3:16][Mg]I. (3) Given the product [C:9]1([C:7]2[O:8][C:4]3[CH:3]=[C:2]([C:25](=[O:29])[CH2:26][CH2:27][CH3:28])[CH:16]=[CH:15][C:5]=3[N:6]=2)[CH:14]=[CH:13][CH:12]=[CH:11][CH:10]=1, predict the reactants needed to synthesize it. The reactants are: Br[C:2]1[CH:16]=[CH:15][C:5]2[N:6]=[C:7]([C:9]3[CH:14]=[CH:13][CH:12]=[CH:11][CH:10]=3)[O:8][C:4]=2[CH:3]=1.C([Li])CCC.CON(C)[C:25](=[O:29])[CH2:26][CH2:27][CH3:28].O. (4) Given the product [CH3:37][C:23]1[N:22]=[N:21][N:20]([C:17]2[CH:18]=[CH:19][C:14]([C:11]3[CH:10]=[CH:9][C:8]([C:5]4([C:3]([OH:4])=[O:2])[CH2:7][CH2:6]4)=[CH:13][CH:12]=3)=[CH:15][CH:16]=2)[C:24]=1[NH:25][C:26]([O:28][C@@H:29]([C:31]1[CH:32]=[CH:33][CH:34]=[CH:35][CH:36]=1)[CH3:30])=[O:27], predict the reactants needed to synthesize it. The reactants are: C[O:2][C:3]([C:5]1([C:8]2[CH:13]=[CH:12][C:11]([C:14]3[CH:19]=[CH:18][C:17]([N:20]4[C:24]([NH:25][C:26]([O:28][C@@H:29]([C:31]5[CH:36]=[CH:35][CH:34]=[CH:33][CH:32]=5)[CH3:30])=[O:27])=[C:23]([CH3:37])[N:22]=[N:21]4)=[CH:16][CH:15]=3)=[CH:10][CH:9]=2)[CH2:7][CH2:6]1)=[O:4].C1COCC1.[Li+].[OH-]. (5) Given the product [CH2:1]([O:8][C:9]1[C:13]([CH2:14][CH2:15][CH2:16][O:17][C:18]2[CH:23]=[CH:22][C:21]([CH2:24][CH2:25][C:26]([OH:28])=[O:27])=[C:20]([O:30][CH2:31][CH3:32])[CH:19]=2)=[CH:12][N:11]([C:33]2[CH:38]=[CH:37][C:36]([C:39]([F:40])([F:41])[F:42])=[CH:35][N:34]=2)[N:10]=1)[C:2]1[CH:3]=[CH:4][CH:5]=[CH:6][CH:7]=1, predict the reactants needed to synthesize it. The reactants are: [CH2:1]([O:8][C:9]1[C:13]([CH2:14][CH2:15][CH2:16][O:17][C:18]2[CH:23]=[CH:22][C:21]([CH2:24][CH2:25][C:26]([O:28]C)=[O:27])=[C:20]([O:30][CH2:31][CH3:32])[CH:19]=2)=[CH:12][N:11]([C:33]2[CH:38]=[CH:37][C:36]([C:39]([F:42])([F:41])[F:40])=[CH:35][N:34]=2)[N:10]=1)[C:2]1[CH:7]=[CH:6][CH:5]=[CH:4][CH:3]=1.[OH-].[Na+].O1CCCC1.Cl. (6) Given the product [Cl:1][C:2]1[CH:3]=[C:4]([CH:8]=[CH:9][C:10]=1[N:11]1[C:19]2[CH2:18][CH2:17][CH2:16][CH2:15][C:14]=2[CH:13]=[CH:12]1)[C:5]([NH:61][C@H:59]([C:57]1[NH:56][C:55]2[CH:62]=[CH:63][C:52]([Cl:51])=[CH:53][C:54]=2[N:58]=1)[CH3:60])=[O:7], predict the reactants needed to synthesize it. The reactants are: [Cl:1][C:2]1[CH:3]=[C:4]([CH:8]=[CH:9][C:10]=1[N:11]1[C:19]2[CH2:18][CH2:17][CH2:16][CH2:15][C:14]=2[CH:13]=[CH:12]1)[C:5]([OH:7])=O.CN(C(ON1N=NC2C=CC=CC1=2)=[N+](C)C)C.[B-](F)(F)(F)F.C(N(C(C)C)CC)(C)C.[Cl:51][C:52]1[CH:63]=[CH:62][C:55]2[NH:56][C:57]([C@@H:59]([NH2:61])[CH3:60])=[N:58][C:54]=2[CH:53]=1.ClCCl.C(O)C.N.ClCl. (7) Given the product [F:1][C:2]1[CH:9]=[CH:8][CH:7]=[C:6]([NH:12][CH3:11])[C:3]=1[C:4]#[N:5], predict the reactants needed to synthesize it. The reactants are: [F:1][C:2]1[CH:9]=[CH:8][CH:7]=[C:6](F)[C:3]=1[C:4]#[N:5].[CH3:11][NH2:12]. (8) Given the product [CH3:1][O:2][C:3](=[O:11])[C:4]1[CH:9]=[CH:8][C:7]([S:10][CH2:19][O:20][CH3:21])=[CH:6][CH:5]=1, predict the reactants needed to synthesize it. The reactants are: [CH3:1][O:2][C:3](=[O:11])[C:4]1[CH:9]=[CH:8][C:7]([SH:10])=[CH:6][CH:5]=1.CCN(CC)CC.[CH3:19][O:20][CH2:21]Cl.